From a dataset of Peptide-MHC class I binding affinity with 185,985 pairs from IEDB/IMGT. Regression. Given a peptide amino acid sequence and an MHC pseudo amino acid sequence, predict their binding affinity value. This is MHC class I binding data. (1) The peptide sequence is ESFHQQSSGIL. The MHC is Patr-B0101 with pseudo-sequence Patr-B0101. The binding affinity (normalized) is 0.605. (2) The peptide sequence is IRNPPMVVF. The MHC is HLA-B15:01 with pseudo-sequence HLA-B15:01. The binding affinity (normalized) is 0.0847. (3) The peptide sequence is ISLEAGQRF. The MHC is HLA-B15:17 with pseudo-sequence HLA-B15:17. The binding affinity (normalized) is 1.00. (4) The peptide sequence is SVYDFFVWL. The MHC is HLA-A02:01 with pseudo-sequence HLA-A02:01. The binding affinity (normalized) is 1.00.